The task is: Regression. Given two drug SMILES strings and cell line genomic features, predict the synergy score measuring deviation from expected non-interaction effect.. This data is from NCI-60 drug combinations with 297,098 pairs across 59 cell lines. (1) Drug 1: C1CCC(C1)C(CC#N)N2C=C(C=N2)C3=C4C=CNC4=NC=N3. Drug 2: CN(C)C1=NC(=NC(=N1)N(C)C)N(C)C. Cell line: OVCAR-8. Synergy scores: CSS=-3.24, Synergy_ZIP=2.74, Synergy_Bliss=0.00621, Synergy_Loewe=-6.06, Synergy_HSA=-5.49. (2) Drug 1: CC12CCC(CC1=CCC3C2CCC4(C3CC=C4C5=CN=CC=C5)C)O. Drug 2: CN(C)C1=NC(=NC(=N1)N(C)C)N(C)C. Cell line: OVCAR-8. Synergy scores: CSS=-0.799, Synergy_ZIP=0.860, Synergy_Bliss=4.35, Synergy_Loewe=-4.86, Synergy_HSA=-0.931. (3) Drug 1: CCCCCOC(=O)NC1=NC(=O)N(C=C1F)C2C(C(C(O2)C)O)O. Drug 2: CC(C)NC(=O)C1=CC=C(C=C1)CNNC.Cl. Cell line: HS 578T. Synergy scores: CSS=2.62, Synergy_ZIP=4.07, Synergy_Bliss=5.43, Synergy_Loewe=1.26, Synergy_HSA=-0.331. (4) Drug 1: CN1CCC(CC1)COC2=C(C=C3C(=C2)N=CN=C3NC4=C(C=C(C=C4)Br)F)OC. Drug 2: CCC(=C(C1=CC=CC=C1)C2=CC=C(C=C2)OCCN(C)C)C3=CC=CC=C3.C(C(=O)O)C(CC(=O)O)(C(=O)O)O. Cell line: SR. Synergy scores: CSS=11.3, Synergy_ZIP=0.839, Synergy_Bliss=5.88, Synergy_Loewe=4.48, Synergy_HSA=5.19. (5) Drug 1: C1=NC2=C(N1)C(=S)N=C(N2)N. Drug 2: C1=CC(=CC=C1C#N)C(C2=CC=C(C=C2)C#N)N3C=NC=N3. Cell line: NCI-H522. Synergy scores: CSS=21.4, Synergy_ZIP=-11.6, Synergy_Bliss=-2.82, Synergy_Loewe=-13.5, Synergy_HSA=-1.35. (6) Drug 1: CC1C(C(CC(O1)OC2CC(CC3=C2C(=C4C(=C3O)C(=O)C5=C(C4=O)C(=CC=C5)OC)O)(C(=O)CO)O)N)O.Cl. Drug 2: CC(C)CN1C=NC2=C1C3=CC=CC=C3N=C2N. Cell line: BT-549. Synergy scores: CSS=37.6, Synergy_ZIP=-1.50, Synergy_Bliss=0.923, Synergy_Loewe=-0.648, Synergy_HSA=1.77. (7) Drug 1: CC(C)NC(=O)C1=CC=C(C=C1)CNNC.Cl. Drug 2: CCC1(C2=C(COC1=O)C(=O)N3CC4=CC5=C(C=CC(=C5CN(C)C)O)N=C4C3=C2)O.Cl. Cell line: MDA-MB-435. Synergy scores: CSS=-14.0, Synergy_ZIP=5.77, Synergy_Bliss=0.320, Synergy_Loewe=-78.0, Synergy_HSA=-9.04.